From a dataset of Catalyst prediction with 721,799 reactions and 888 catalyst types from USPTO. Predict which catalyst facilitates the given reaction. (1) Reactant: Cl.[NH2:2][CH2:3][C:4]([CH3:7])([SH:6])[CH3:5].[H-].[Na+].F[C:11]1[CH:23]=[CH:22][C:14]([C:15]([O:17][C:18]([CH3:21])([CH3:20])[CH3:19])=[O:16])=[CH:13][CH:12]=1. Product: [NH2:2][CH2:3][C:4]([S:6][C:11]1[CH:23]=[CH:22][C:14]([C:15]([O:17][C:18]([CH3:19])([CH3:20])[CH3:21])=[O:16])=[CH:13][CH:12]=1)([CH3:7])[CH3:5]. The catalyst class is: 35. (2) Reactant: C=CCOC(C1C=CC(Cl)=CC=1Cl)CN1C=NC=C1.OS(O)(=O)=O.[Na].[CH3:26][CH2:27][CH2:28][CH2:29][CH:30]([CH2:33][O:34][C:35]([CH2:37][CH:38]([S:50]([OH:53])(=[O:52])=[O:51])[C:39]([O:41][CH2:42][CH:43]([CH2:46][CH2:47][CH2:48][CH3:49])[CH2:44][CH3:45])=[O:40])=[O:36])[CH2:31][CH3:32]. Product: [CH3:26][CH2:27][CH2:28][CH2:29][CH:30]([CH2:33][O:34][C:35]([CH2:37][CH:38]([S:50]([OH:53])(=[O:52])=[O:51])[C:39]([O:41][CH2:42][CH:43]([CH2:46][CH2:47][CH2:48][CH3:49])[CH2:44][CH3:45])=[O:40])=[O:36])[CH2:31][CH3:32]. The catalyst class is: 22. (3) Reactant: [Cl:1][C:2]1[CH:7]=[CH:6][C:5]([C:8](=[NH:20])[NH:9][C:10]2[CH:15]=[CH:14][C:13]([S:16]([CH3:19])(=[O:18])=[O:17])=[CH:12][CH:11]=2)=[CH:4][CH:3]=1.C(=O)(O)[O-].[Na+].Br[CH2:27][C:28](=[O:37])[CH2:29][S:30][C:31]1[CH:36]=[CH:35][CH:34]=[CH:33][CH:32]=1. Product: [Cl:1][C:2]1[CH:3]=[CH:4][C:5]([C:8]2[N:9]([C:10]3[CH:15]=[CH:14][C:13]([S:16]([CH3:19])(=[O:17])=[O:18])=[CH:12][CH:11]=3)[CH2:27][C:28]([OH:37])([CH2:29][S:30][C:31]3[CH:36]=[CH:35][CH:34]=[CH:33][CH:32]=3)[N:20]=2)=[CH:6][CH:7]=1. The catalyst class is: 21. (4) Reactant: C(O[C:6]([C:8]1[N:9]=[C:10]([Cl:19])[C:11]2[C:16]([C:17]=1[OH:18])=[CH:15][CH:14]=[CH:13][CH:12]=2)=[O:7])CCC.[NH2:20][CH2:21][CH2:22][NH:23][C:24](=[O:26])[CH3:25]. Product: [C:24]([NH:23][CH2:22][CH2:21][NH:20][C:6]([C:8]1[N:9]=[C:10]([Cl:19])[C:11]2[C:16]([C:17]=1[OH:18])=[CH:15][CH:14]=[CH:13][CH:12]=2)=[O:7])(=[O:26])[CH3:25]. The catalyst class is: 8. (5) Reactant: [Cl:1][C:2]1[CH:3]=[C:4]2[C:9](=[CH:10][C:11]=1[C:12]([N:14]1[CH2:18][CH2:17][CH2:16][CH2:15]1)=[O:13])[N:8]=[CH:7][N:6]=[C:5]2[NH:19][CH:20]([C:26]1[N:30](C(OC(C)(C)C)=O)[C:29]2[CH:38]=[CH:39][C:40]([Cl:42])=[CH:41][C:28]=2[N:27]=1)[CH2:21]CC(O)=O.[CH2:43]([NH2:50])[C:44]1[CH:49]=[CH:48][CH:47]=[CH:46][CH:45]=1.CN(C(ON1N=NC2C=CC=CC1=2)=[N+](C)C)C.[B-](F)(F)(F)F.F[C:74](F)(F)[C:75]([OH:77])=O. Product: [Cl:1][C:2]1[CH:3]=[C:4]2[C:9](=[CH:10][C:11]=1[C:12]([N:14]1[CH2:15][CH2:16][CH2:17][CH2:18]1)=[O:13])[N:8]=[CH:7][N:6]=[C:5]2[NH:19][CH:20]([C:26]1[NH:30][C:29]2[CH:28]=[CH:41][C:40]([Cl:42])=[CH:39][C:38]=2[N:27]=1)[CH2:21][CH2:74][C:75]([NH:50][CH2:43][C:44]1[CH:49]=[CH:48][CH:47]=[CH:46][CH:45]=1)=[O:77]. The catalyst class is: 783. (6) Reactant: [Br:1][C:2]1[C:10]([F:11])=[CH:9][C:5]([C:6]([OH:8])=O)=[C:4]([F:12])[CH:3]=1.S(Cl)(Cl)=O.[NH2:17][C:18]1[CH:22]=[CH:21][S:20][C:19]=1[C:23]([NH2:25])=[O:24].C(N(CC)C(C)C)(C)C. Product: [Br:1][C:2]1[C:10]([F:11])=[CH:9][C:5]([C:6]([NH:17][C:18]2[CH:22]=[CH:21][S:20][C:19]=2[C:23]([NH2:25])=[O:24])=[O:8])=[C:4]([F:12])[CH:3]=1. The catalyst class is: 1. (7) Reactant: [C:1]([O:5][C:6]([N:8]1[CH2:11][C:10](=O)[CH2:9]1)=[O:7])([CH3:4])([CH3:3])[CH3:2].Cl.[F:14][CH:15]1[CH2:18][NH:17][CH2:16]1.COC(OC)OC.C(O)(=O)C.C(O[BH-](OC(=O)C)OC(=O)C)(=O)C.[Na+]. The catalyst class is: 26. Product: [C:1]([O:5][C:6]([N:8]1[CH2:11][CH:10]([N:17]2[CH2:18][CH:15]([F:14])[CH2:16]2)[CH2:9]1)=[O:7])([CH3:4])([CH3:3])[CH3:2]. (8) Reactant: [NH2:1][C:2]1[CH:3]=[CH:4][C:5]([F:16])=[C:6]([C@:8]2([CH3:15])[CH2:13][CH2:12][O:11][C:10]([NH2:14])=[N:9]2)[CH:7]=1.[Cl:17][C:18]1[C:19]([CH:26]=O)=[N:20][N:21]([CH:23]([F:25])[F:24])[CH:22]=1.[B][B][B][B][B][B][B][B][B][B]. Product: [Cl:17][C:18]1[C:19]([CH2:26][NH:1][C:2]2[CH:3]=[CH:4][C:5]([F:16])=[C:6]([C@:8]3([CH3:15])[CH2:13][CH2:12][O:11][C:10]([NH2:14])=[N:9]3)[CH:7]=2)=[N:20][N:21]([CH:23]([F:25])[F:24])[CH:22]=1. The catalyst class is: 5. (9) Product: [F:1][C:2]1[CH:3]=[CH:4][C:5]([CH2:8][C:9]([O:11][CH3:13])=[O:10])=[CH:6][CH:7]=1. Reactant: [F:1][C:2]1[CH:7]=[CH:6][C:5]([CH2:8][C:9]([OH:11])=[O:10])=[CH:4][CH:3]=1.Cl.[CH3:13]O. The catalyst class is: 12.